This data is from Reaction yield outcomes from USPTO patents with 853,638 reactions. The task is: Predict the reaction yield, written as a fraction of the theoretical maximum amount of product (1.0 means a 100% yield; for example, 0.34 means a 34% yield). (1) The reactants are [Cl:1][C:2]1[CH:6]=[C:5]([C:7]([O:9]CC)=[O:8])[N:4]([C:12]2[CH:13]=[N:14][CH:15]=[CH:16][CH:17]=2)[N:3]=1.Cl. The catalyst is O1CCOCC1. The product is [ClH:1].[Cl:1][C:2]1[CH:6]=[C:5]([C:7]([OH:9])=[O:8])[N:4]([C:12]2[CH:13]=[N:14][CH:15]=[CH:16][CH:17]=2)[N:3]=1. The yield is 1.00. (2) The reactants are [CH3:1][O:2][C:3]1[C:12]2[C:7](=[CH:8][CH:9]=[CH:10][CH:11]=2)[CH:6]=[CH:5][CH:4]=1.[Cl:13][S:14](O)(=[O:16])=[O:15].P(Cl)(Cl)(Cl)(Cl)Cl. The catalyst is ClCCl. The product is [CH3:1][O:2][C:3]1[C:12]2[C:7](=[CH:8][CH:9]=[CH:10][CH:11]=2)[C:6]([S:14]([Cl:13])(=[O:16])=[O:15])=[CH:5][CH:4]=1. The yield is 0.930. (3) The reactants are [F:1][C:2]1[C:10]([C:11]2[CH:16]=[CH:15][CH:14]=[CH:13][N:12]=2)=[CH:9][CH:8]=[C:7]([F:17])[C:3]=1[C:4]([OH:6])=[O:5].CN([C:21]1[CH:26]=[CH:25][CH:24]=[CH:23]N=1)C.[CH:27]1(N=C=NC2CCCCC2)CCCC[CH2:28]1.[CH2:42]1COCC1. No catalyst specified. The product is [CH:23]12[CH2:24][CH:25]([CH:27]=[CH:28]1)[CH2:26][CH:21]2[CH2:42][O:5][C:4](=[O:6])[C:3]1[C:7]([F:17])=[CH:8][CH:9]=[C:10]([C:11]2[CH:16]=[CH:15][CH:14]=[CH:13][N:12]=2)[C:2]=1[F:1]. The yield is 0.660. (4) The product is [Cl:3][C:19]1[CH2:20][CH2:21][N:16]([C:14]([O:13][CH2:11][CH3:12])=[O:15])[CH2:17][C:18]=1[CH:9]=[O:10]. The yield is 0.630. The reactants are O=P(Cl)(Cl)[Cl:3].CN([CH:9]=[O:10])C.[CH2:11]([O:13][C:14]([N:16]1[CH2:21][CH2:20][CH2:19][CH2:18][C:17]1=O)=[O:15])[CH3:12].C([O-])(=O)C.[Na+]. The catalyst is O. (5) The reactants are [Cl:1][C:2]1[CH:3]=[CH:4][C:5]([NH:8][C:9](=[O:31])[C:10]2[CH:15]=[C:14]([C:16]([O:18]C)=[O:17])[CH:13]=[CH:12][C:11]=2[NH:20][CH2:21][CH:22]2[CH2:27][CH2:26][N:25]([CH:28]([CH3:30])[CH3:29])[CH2:24][CH2:23]2)=[N:6][CH:7]=1.CO.O.O.O.O.O.O.O.O.[OH-].[Ba+2].[OH-].[ClH:45]. The catalyst is O.C1COCC1. The product is [ClH:1].[ClH:45].[ClH:1].[C:16]([C:14]1[CH:13]=[CH:12][C:11]([NH:20][CH2:21][CH:22]2[CH2:27][CH2:26][N:25]([CH:28]([CH3:30])[CH3:29])[CH2:24][CH2:23]2)=[C:10]([CH:15]=1)[C:9]([NH:8][C:5]1[CH:4]=[CH:3][C:2]([Cl:1])=[CH:7][N:6]=1)=[O:31])([OH:18])=[O:17]. The yield is 0.520.